Dataset: Full USPTO retrosynthesis dataset with 1.9M reactions from patents (1976-2016). Task: Predict the reactants needed to synthesize the given product. (1) Given the product [ClH:1].[NH:10]1[CH2:15][CH2:14][CH:13]([N:16]2[CH2:21][CH2:20][O:19][CH2:18][CH2:17]2)[CH2:12][CH2:11]1, predict the reactants needed to synthesize it. The reactants are: [ClH:1].Cl.C1(C[N:10]2[CH2:15][CH2:14][CH:13]([N:16]3[CH2:21][CH2:20][O:19][CH2:18][CH2:17]3)[CH2:12][CH2:11]2)C=CC=CC=1.[H][H].C(O)C. (2) The reactants are: [Br:1][C:2]1[CH:3]=[C:4]([NH:8][C:9]2[CH:17]=[C:16]([Cl:18])[CH:15]=[CH:14][C:10]=2[C:11]([OH:13])=O)[CH:5]=[CH:6][CH:7]=1.O.[H-].[Na+].[CH3:22]OS(OC)(=O)=O. Given the product [Br:1][C:2]1[C:3]2[C:11](=[O:13])[C:10]3[C:9](=[CH:17][C:16]([Cl:18])=[CH:15][CH:14]=3)[N:8]([CH3:22])[C:4]=2[CH:5]=[CH:6][CH:7]=1, predict the reactants needed to synthesize it. (3) Given the product [CH3:1][O:2][C:3]([C:5]1([CH2:10][NH2:11])[CH2:6][CH2:7][CH2:8][CH2:9]1)=[O:4], predict the reactants needed to synthesize it. The reactants are: [CH3:1][O:2][C:3]([C:5]1([C:10]#[N:11])[CH2:9][CH2:8][CH2:7][CH2:6]1)=[O:4]. (4) Given the product [C:1]([O:5][C:6]([N:8]1[CH2:13][C:12]([NH:14][C:15]([O:17][C:18]([CH3:21])([CH3:20])[CH3:19])=[O:16])=[N:11][C:10]([C:25]2[CH:30]=[C:29]([NH:31][C:40]([C:37]3[CH:36]=[CH:35][C:34]([Br:33])=[CH:39][N:38]=3)=[O:41])[CH:28]=[CH:27][C:26]=2[F:32])([CH:22]([F:23])[F:24])[CH2:9]1)=[O:7])([CH3:2])([CH3:3])[CH3:4], predict the reactants needed to synthesize it. The reactants are: [C:1]([O:5][C:6]([N:8]1[CH2:13][C:12]([NH:14][C:15]([O:17][C:18]([CH3:21])([CH3:20])[CH3:19])=[O:16])=[N:11][C:10]([C:25]2[CH:30]=[C:29]([NH2:31])[CH:28]=[CH:27][C:26]=2[F:32])([CH:22]([F:24])[F:23])[CH2:9]1)=[O:7])([CH3:4])([CH3:3])[CH3:2].[Br:33][C:34]1[CH:35]=[CH:36][C:37]([C:40](O)=[O:41])=[N:38][CH:39]=1.C1C=NC2N(O)N=NC=2C=1.C(Cl)CCl.Cl.CCN(CC)CC. (5) Given the product [ClH:1].[Cl:19][C:20]1[S:28][C:27]2[CH2:26][CH2:25][N:24]([CH2:2][CH2:3][CH2:4][CH2:5][CH:6]3[C:14]4[C:9](=[CH:10][CH:11]=[C:12]([CH3:15])[CH:13]=4)[NH:8][C:7]3=[O:16])[CH2:23][C:22]=2[CH:21]=1, predict the reactants needed to synthesize it. The reactants are: [Cl:1][CH2:2][CH2:3][CH2:4][CH2:5][C:6]1(CC)[C:14]2[C:9](=[CH:10][CH:11]=[C:12]([CH3:15])[CH:13]=2)[NH:8][C:7]1=[O:16].[Cl:19][C:20]1[S:28][C:27]2[CH2:26][CH2:25][NH:24][CH2:23][C:22]=2[CH:21]=1. (6) Given the product [CH3:1][C:2]1([CH3:12])[CH2:7][CH:6]([C:8](=[O:20])[CH2:13][CH3:14])[CH2:5][C:4]([CH3:11])([CH3:10])[O:3]1, predict the reactants needed to synthesize it. The reactants are: [CH3:1][C:2]1([CH3:12])[CH2:7][CH:6]([C:8]#N)[CH2:5][C:4]([CH3:11])([CH3:10])[O:3]1.[CH3:13][CH2:14][Mg+].[Br-].C1C[O:20]CC1. (7) Given the product [OH:3][C:2]([C:4]([F:7])([F:6])[F:5])=[O:1].[CH3:29][C:28]([CH3:31])([CH3:30])[C:27]#[C:26][C:24]1[S:23][C:22]([C:32]([OH:34])=[O:33])=[C:21]([N:20]([C@@H:18]([CH3:19])[CH2:17][CH2:16][O:15][C:12]2[N:13]=[N:14][C:9]([OH:46])=[CH:10][CH:11]=2)[C:35]([C@H:37]2[CH2:42][CH2:41][C@H:40]([CH3:43])[CH2:39][CH2:38]2)=[O:36])[CH:25]=1, predict the reactants needed to synthesize it. The reactants are: [OH:1][C:2]([C:4]([F:7])([F:6])[F:5])=[O:3].Cl[C:9]1[N:14]=[N:13][C:12]([O:15][CH2:16][CH2:17][C@@H:18]([N:20]([C:35]([C@H:37]2[CH2:42][CH2:41][C@H:40]([CH3:43])[CH2:39][CH2:38]2)=[O:36])[C:21]2[CH:25]=[C:24]([C:26]#[C:27][C:28]([CH3:31])([CH3:30])[CH3:29])[S:23][C:22]=2[C:32]([OH:34])=[O:33])[CH3:19])=[CH:11][CH:10]=1.CC([O-])=[O:46].[Na+]. (8) Given the product [CH2:1]([O:8][C:9]1[C:14]([C:19]2[CH:18]=[N:17][CH:22]=[CH:21][CH:20]=2)=[CH:13][CH:12]=[CH:11][C:10]=1[C:19]1[CH:18]=[N:17][CH:22]=[CH:21][CH:20]=1)[C:2]1[CH:7]=[CH:6][CH:5]=[CH:4][CH:3]=1, predict the reactants needed to synthesize it. The reactants are: [CH2:1]([O:8][C:9]1[C:14](Br)=[CH:13][CH:12]=[CH:11][C:10]=1Br)[C:2]1[CH:7]=[CH:6][CH:5]=[CH:4][CH:3]=1.[N:17]1[CH:22]=[CH:21][CH:20]=[C:19](B(O)O)[CH:18]=1.C(=O)([O-])[O-].[K+].[K+].